This data is from PAMPA (Parallel Artificial Membrane Permeability Assay) permeability data from NCATS. The task is: Regression/Classification. Given a drug SMILES string, predict its absorption, distribution, metabolism, or excretion properties. Task type varies by dataset: regression for continuous measurements (e.g., permeability, clearance, half-life) or binary classification for categorical outcomes (e.g., BBB penetration, CYP inhibition). Dataset: pampa_ncats. (1) The compound is CN1C=C(N=C1)C2=NC=CC3=C2N=C(NC3=O)OCCCC(F)(F)F. The result is 1 (high permeability). (2) The compound is CC1=C(C(=NN1C)COC2=CC=C(C=C2)N3CCN(CC3)[S+](=O)(N(C)C)[O-])C4=CC=CC5=C4N(C(=C5CCCOC6=CC=CC7=CC=CC=C76)C(=O)O)CC8=CN=CC=C8. The result is 1 (high permeability). (3) The molecule is CN1CCC2=CC(=C(C3=C2[C@H]1CC4=CC=C(C=C4)OC5=C(C=CC(=C5)C[C@@H]6C7=CC(=C(C=C7CCN6C)OC)O3)O)O)OC. The result is 1 (high permeability).